Dataset: Forward reaction prediction with 1.9M reactions from USPTO patents (1976-2016). Task: Predict the product of the given reaction. (1) Given the reactants C(OC([NH:11][CH2:12][CH2:13][N:14]1[C@@H:19]([CH3:20])[CH2:18][N:17]([C:21]([O:23][C:24]([CH3:27])([CH3:26])[CH3:25])=[O:22])[CH2:16][C@H:15]1[CH3:28])=O)C1C=CC=CC=1, predict the reaction product. The product is: [NH2:11][CH2:12][CH2:13][N:14]1[C@@H:19]([CH3:20])[CH2:18][N:17]([C:21]([O:23][C:24]([CH3:25])([CH3:27])[CH3:26])=[O:22])[CH2:16][C@H:15]1[CH3:28]. (2) Given the reactants [C:1]([O:5][C:6]([N:8]1[C:16]2[C:11](=[C:12]([CH:20]([C:22]3[O:23][C:24]4[CH:30]=[CH:29][C:28]([C:31]#[N:32])=[CH:27][C:25]=4[N:26]=3)[OH:21])[C:13]([O:18][CH3:19])=[CH:14][C:15]=2[CH3:17])[CH:10]=[CH:9]1)=[O:7])([CH3:4])([CH3:3])[CH3:2], predict the reaction product. The product is: [C:31]([C:28]1[CH:29]=[CH:30][C:24]2[O:23][C:22]([C:20]([C:12]3[C:13]([O:18][CH3:19])=[CH:14][C:15]([CH3:17])=[C:16]4[C:11]=3[CH:10]=[CH:9][N:8]4[C:6]([O:5][C:1]([CH3:3])([CH3:2])[CH3:4])=[O:7])=[O:21])=[N:26][C:25]=2[CH:27]=1)#[N:32].